The task is: Predict the product of the given reaction.. This data is from Forward reaction prediction with 1.9M reactions from USPTO patents (1976-2016). (1) Given the reactants C(C1C=CC(OCC(O)=O)=CC=1)CC.[CH:15]1([C:21]2[CH:35]=[CH:34][C:24]([O:25][CH2:26][C:27]([O:29]C(C)(C)C)=[O:28])=[CH:23][CH:22]=2)[CH2:20][CH2:19][CH2:18][CH2:17][CH2:16]1, predict the reaction product. The product is: [CH:15]1([C:21]2[CH:22]=[CH:23][C:24]([O:25][CH2:26][C:27]([OH:29])=[O:28])=[CH:34][CH:35]=2)[CH2:16][CH2:17][CH2:18][CH2:19][CH2:20]1. (2) Given the reactants I[C:2]1[CH:7]=[CH:6][C:5]([I:8])=[CH:4][CH:3]=1.C([Li])CCC.F[C:15]1[CH:20]=[CH:19][CH:18]=[CH:17][N:16]=1.O, predict the reaction product. The product is: [I:8][C:5]1[CH:6]=[CH:7][C:2]([C:15]2[CH:20]=[CH:19][CH:18]=[CH:17][N:16]=2)=[CH:3][CH:4]=1. (3) Given the reactants [C:1]([N:8]([CH2:37][CH3:38])[C:9]([NH:11][C:12]1[NH:16][C:15]2[C:17]([C@H:32]3[CH2:36][CH2:35][CH2:34][O:33]3)=[C:18]([F:31])[C:19]([C:21]3[CH:22]=[N:23][C:24]([C:27]([OH:30])([CH3:29])[CH3:28])=[N:25][CH:26]=3)=[CH:20][C:14]=2[N:13]=1)=[O:10])([O:3][C:4]([CH3:7])([CH3:6])[CH3:5])=[O:2].N1C=NN=N1.CC(N([P:51]([O:60][CH2:61][C:62]1[CH:67]=[CH:66][CH:65]=[CH:64][CH:63]=1)[O:52]CC1C=CC=CC=1)C(C)C)C.C1C=C(Cl)C=C(C(OO)=[O:76])C=1, predict the reaction product. The product is: [CH2:61]([O:60][P:51]([OH:52])([O:33][CH2:32][C:17]1[CH:15]=[CH:14][CH:20]=[CH:19][CH:18]=1)=[O:76])[C:62]1[CH:63]=[CH:64][CH:65]=[CH:66][CH:67]=1.[C:1]([N:8]([CH2:37][CH3:38])[C:9]([NH:11][C:12]1[NH:16][C:15]2[C:17]([C@H:32]3[CH2:36][CH2:35][CH2:34][O:33]3)=[C:18]([F:31])[C:19]([C:21]3[CH:22]=[N:23][C:24]([C:27]([OH:30])([CH3:28])[CH3:29])=[N:25][CH:26]=3)=[CH:20][C:14]=2[N:13]=1)=[O:10])([O:3][C:4]([CH3:7])([CH3:5])[CH3:6])=[O:2]. (4) Given the reactants [C:1]([O:5][C:6]([N:8]1[CH2:13][C@H:12]([O:14][CH2:15][C:16]2[CH:25]=[C:24]([O:26][CH3:27])[C:23]3[C:18](=[CH:19][CH:20]=[CH:21][CH:22]=3)[CH:17]=2)[C@@H:11]([C:28]2[CH:33]=[CH:32][C:31]([O:34]CC=C)=[CH:30][CH:29]=2)[C@H:10]([O:38][CH2:39][C@H:40]2[CH2:44][O:43][C:42]([CH3:46])([CH3:45])[O:41]2)[CH2:9]1)=[O:7])([CH3:4])([CH3:3])[CH3:2].C1(P(C2C=CC=CC=2)C2C=CC=CC=2)C=CC=CC=1.[BH4-].[Li+].CC(C)=O, predict the reaction product. The product is: [C:1]([O:5][C:6]([N:8]1[CH2:13][C@H:12]([O:14][CH2:15][C:16]2[CH:25]=[C:24]([O:26][CH3:27])[C:23]3[C:18](=[CH:19][CH:20]=[CH:21][CH:22]=3)[CH:17]=2)[C@@H:11]([C:28]2[CH:29]=[CH:30][C:31]([OH:34])=[CH:32][CH:33]=2)[C@H:10]([O:38][CH2:39][C@H:40]2[CH2:44][O:43][C:42]([CH3:46])([CH3:45])[O:41]2)[CH2:9]1)=[O:7])([CH3:4])([CH3:2])[CH3:3]. (5) Given the reactants [C:1]([O:5][C:6]([N:8]1[CH2:13][CH2:12][NH:11][CH2:10][CH2:9]1)=[O:7])([CH3:4])([CH3:3])[CH3:2].Br[CH2:15][CH2:16][CH2:17][OH:18].C(=O)([O-])[O-].[K+].[K+], predict the reaction product. The product is: [C:1]([O:5][C:6]([N:8]1[CH2:13][CH2:12][N:11]([CH2:15][CH2:16][CH2:17][OH:18])[CH2:10][CH2:9]1)=[O:7])([CH3:4])([CH3:2])[CH3:3].